This data is from Forward reaction prediction with 1.9M reactions from USPTO patents (1976-2016). The task is: Predict the product of the given reaction. (1) Given the reactants Cl.Cl.[NH2:3][CH2:4][CH2:5][O:6][C:7]1[CH:8]=[CH:9][C:10]2[C:11]3[N:20]([CH2:21][CH:22]4[CH2:27][CH2:26][O:25][CH2:24][CH2:23]4)[C:19]([CH2:28][CH3:29])=[N:18][C:12]=3[C:13]([NH2:17])=[N:14][C:15]=2[CH:16]=1.[Cl-].[Na+].[OH-].[Na+], predict the reaction product. The product is: [NH2:3][CH2:4][CH2:5][O:6][C:7]1[CH:8]=[CH:9][C:10]2[C:11]3[N:20]([CH2:21][CH:22]4[CH2:27][CH2:26][O:25][CH2:24][CH2:23]4)[C:19]([CH2:28][CH3:29])=[N:18][C:12]=3[C:13]([NH2:17])=[N:14][C:15]=2[CH:16]=1. (2) Given the reactants [C:1]([O:5][C:6]([N:8]1[CH2:13][CH2:12][C:11]([C:17]([O:19][CH3:20])=[O:18])([C:14](O)=[O:15])[CH2:10][CH2:9]1)=[O:7])([CH3:4])([CH3:3])[CH3:2].CN(C(ON1N=NC2C=CC=NC1=2)=[N+](C)C)C.F[P-](F)(F)(F)(F)F.[Cl:45][C:46]1[CH:53]=[CH:52][CH:51]=[CH:50][C:47]=1[CH2:48][NH2:49].CCN(C(C)C)C(C)C, predict the reaction product. The product is: [Cl:45][C:46]1[CH:53]=[CH:52][CH:51]=[CH:50][C:47]=1[CH2:48][NH:49][C:14]([C:11]1([C:17]([O:19][CH3:20])=[O:18])[CH2:12][CH2:13][N:8]([C:6]([O:5][C:1]([CH3:4])([CH3:2])[CH3:3])=[O:7])[CH2:9][CH2:10]1)=[O:15]. (3) Given the reactants [CH2:1]([S:3]([C:6]1[CH:7]=[C:8]([C:12]2[CH:20]=[C:19]([C:21]([O:23]C)=[O:22])[C:18]([CH3:25])=[C:17]3[C:13]=2[C:14]2[CH:29]=[C:28]([CH3:30])[CH:27]=[N:26][C:15]=2[NH:16]3)[CH:9]=[CH:10][CH:11]=1)(=[O:5])=[O:4])[CH3:2].[OH-].[Na+].O1CCCC1.Cl, predict the reaction product. The product is: [CH2:1]([S:3]([C:6]1[CH:7]=[C:8]([C:12]2[CH:20]=[C:19]([C:21]([OH:23])=[O:22])[C:18]([CH3:25])=[C:17]3[C:13]=2[C:14]2[CH:29]=[C:28]([CH3:30])[CH:27]=[N:26][C:15]=2[NH:16]3)[CH:9]=[CH:10][CH:11]=1)(=[O:5])=[O:4])[CH3:2]. (4) Given the reactants [CH3:1][O:2][C:3]1[CH:24]=[CH:23][C:6]2[N:7]=[C:8]([NH:10][C:11]([C:13]3[CH:22]=[CH:21][C:16]([C:17]([O:19]C)=[O:18])=[CH:15][CH:14]=3)=[O:12])[S:9][C:5]=2[CH:4]=1.[OH-].[Li+], predict the reaction product. The product is: [CH3:1][O:2][C:3]1[CH:24]=[CH:23][C:6]2[N:7]=[C:8]([NH:10][C:11]([C:13]3[CH:22]=[CH:21][C:16]([C:17]([OH:19])=[O:18])=[CH:15][CH:14]=3)=[O:12])[S:9][C:5]=2[CH:4]=1. (5) The product is: [NH:13]1[CH2:21][CH2:20][CH2:19][C@H:15]([C:16]([OH:18])=[O:17])[CH2:14]1. Given the reactants CS(O)(=O)=O.C(OC([N:13]1[CH2:21][CH2:20][CH2:19][C@H:15]([C:16]([OH:18])=[O:17])[CH2:14]1)=O)(C)(C)C.C(N(CC)CC)C, predict the reaction product.